From a dataset of Forward reaction prediction with 1.9M reactions from USPTO patents (1976-2016). Predict the product of the given reaction. (1) Given the reactants [CH:1]1([N:6]2[C:14]3[CH:13]=[CH:12][N:11]=[C:10]([O:15][CH3:16])[C:9]=3[C:8]([C:17]3[CH:18]=[C:19]([C:22]([NH2:24])=[O:23])[S:20][CH:21]=3)=[N:7]2)[CH2:5][CH2:4][CH2:3][CH2:2]1.[Cl:25]N1C(=O)CCC1=O.O, predict the reaction product. The product is: [Cl:25][C:13]1[C:14]2[N:6]([CH:1]3[CH2:2][CH2:3][CH2:4][CH2:5]3)[N:7]=[C:8]([C:17]3[CH:18]=[C:19]([C:22]([NH2:24])=[O:23])[S:20][CH:21]=3)[C:9]=2[C:10]([O:15][CH3:16])=[N:11][CH:12]=1. (2) Given the reactants Br[CH2:2][CH:3]1[CH2:5][CH2:4]1.Cl.O.[NH:8]1[CH2:13][CH2:12][C:11](=[O:14])[CH2:10][CH2:9]1.C(=O)([O-])[O-].[Na+].[Na+], predict the reaction product. The product is: [CH:5]1([CH2:4][N:8]2[CH2:13][CH2:12][C:11](=[O:14])[CH2:10][CH2:9]2)[CH2:3][CH2:2]1.